From a dataset of Full USPTO retrosynthesis dataset with 1.9M reactions from patents (1976-2016). Predict the reactants needed to synthesize the given product. (1) Given the product [CH3:32][O:31][C:28]1[CH:29]=[C:30]2[C:25](=[CH:26][C:27]=1[O:33][CH3:34])[N:24]=[CH:23][CH:22]=[C:21]2[O:20][C:14]1[CH:15]=[CH:16][C:17]([CH3:19])=[CH:18][C:13]=1[C:11]([C:8]1[CH:9]=[CH:10][C:5]([O:4][CH2:3][CH2:2][N:41]2[CH2:46][CH2:45][CH2:44][CH2:43][CH2:42]2)=[CH:6][CH:7]=1)=[O:12], predict the reactants needed to synthesize it. The reactants are: Cl[CH2:2][CH2:3][O:4][C:5]1[CH:10]=[CH:9][C:8]([C:11]([C:13]2[CH:18]=[C:17]([CH3:19])[CH:16]=[CH:15][C:14]=2[O:20][C:21]2[C:30]3[C:25](=[CH:26][C:27]([O:33][CH3:34])=[C:28]([O:31][CH3:32])[CH:29]=3)[N:24]=[CH:23][CH:22]=2)=[O:12])=[CH:7][CH:6]=1.C(=O)([O-])[O-].[K+].[K+].[NH:41]1[CH2:46][CH2:45][CH2:44][CH2:43][CH2:42]1.O. (2) Given the product [C:1]([C:3]1[CH:13]=[CH:12][C:6]([CH2:7][S:8]([Cl:16])(=[O:10])=[O:9])=[CH:5][CH:4]=1)#[N:2], predict the reactants needed to synthesize it. The reactants are: [C:1]([C:3]1[CH:13]=[CH:12][C:6]([CH2:7][S:8](O)(=[O:10])=[O:9])=[CH:5][CH:4]=1)#[N:2].[Na].P(Cl)(Cl)(Cl)(Cl)[Cl:16]. (3) Given the product [CH3:1][S:2]([C:5]1[CH:6]=[CH:7][C:8]([N:28]2[CH2:33][CH2:32][CH2:31][CH2:30][CH2:29]2)=[C:9]([C:11]([N:13]2[CH2:18][CH2:17][N:16]([C:19]3[N:20]=[CH:21][C:22]([NH2:25])=[CH:23][CH:24]=3)[CH2:15][CH2:14]2)=[O:12])[CH:10]=1)(=[O:4])=[O:3], predict the reactants needed to synthesize it. The reactants are: [CH3:1][S:2]([C:5]1[CH:6]=[CH:7][C:8]([N:28]2[CH2:33][CH2:32][CH2:31][CH2:30][CH2:29]2)=[C:9]([C:11]([N:13]2[CH2:18][CH2:17][N:16]([C:19]3[CH:24]=[CH:23][C:22]([N+:25]([O-])=O)=[CH:21][N:20]=3)[CH2:15][CH2:14]2)=[O:12])[CH:10]=1)(=[O:4])=[O:3].